Dataset: Forward reaction prediction with 1.9M reactions from USPTO patents (1976-2016). Task: Predict the product of the given reaction. (1) Given the reactants [Cl:1][C:2]1[N:3]=[CH:4][C:5]([F:16])=[C:6]2[C:10]=1[NH:9][CH:8]=[C:7]2[C:11](=[O:15])[C:12]([O-:14])=O.[K+].[C:18]([N:26]1[CH2:31][CH2:30][NH:29][C@H:28]([CH3:32])[CH2:27]1)(=[O:25])[C:19]1[CH:24]=[CH:23][CH:22]=[CH:21][CH:20]=1.CCOP(ON1N=NC2C=CC=CC=2C1=O)(OCC)=O, predict the reaction product. The product is: [C:18]([N:26]1[CH2:31][CH2:30][N:29]([C:12](=[O:14])[C:11]([C:7]2[C:6]3[C:10](=[C:2]([Cl:1])[N:3]=[CH:4][C:5]=3[F:16])[NH:9][CH:8]=2)=[O:15])[C@H:28]([CH3:32])[CH2:27]1)(=[O:25])[C:19]1[CH:20]=[CH:21][CH:22]=[CH:23][CH:24]=1. (2) Given the reactants [F:1][C:2]1[CH:27]=[C:26]([F:28])[CH:25]=[CH:24][C:3]=1[CH2:4][C:5]1[CH:6]=[CH:7][C:8]2[N:9]([C:11]([C:14]3[CH:23]=[CH:22][C:17]([C:18]([O:20]C)=O)=[CH:16][CH:15]=3)=[N:12][N:13]=2)[CH:10]=1.FC1C=C(F)C=CC=1SC1C=CC2[N:42](C(C3C=CC(C(N)=O)=CC=3)=NN=2)C=1, predict the reaction product. The product is: [F:1][C:2]1[CH:27]=[C:26]([F:28])[CH:25]=[CH:24][C:3]=1[CH2:4][C:5]1[CH:6]=[CH:7][C:8]2[N:9]([C:11]([C:14]3[CH:15]=[CH:16][C:17]([C:18]([NH2:42])=[O:20])=[CH:22][CH:23]=3)=[N:12][N:13]=2)[CH:10]=1. (3) Given the reactants CN(C)/[CH:3]=[CH:4]/[C:5]([C:7]1[CH:12]=[CH:11][C:10]([Cl:13])=[CH:9][CH:8]=1)=O.[NH2:15][C:16]([NH2:18])=[S:17].C(=O)([O-])[O-].[K+].[K+], predict the reaction product. The product is: [Cl:13][C:10]1[CH:11]=[CH:12][C:7]([C:5]2[CH:4]=[CH:3][N:18]=[C:16]([SH:17])[N:15]=2)=[CH:8][CH:9]=1. (4) The product is: [CH:21]1[CH:22]=[CH:23][N:24]2[CH2:30][C:29]3[CH:31]=[CH:32][CH:33]=[CH:34][C:28]=3[N:27]([C:5]([C:4]3[CH:8]=[CH:9][C:10]([C:11]4[CH2:16][C:15]([CH3:17])([CH3:18])[CH2:14][C:13]([CH3:20])([CH3:19])[CH:12]=4)=[C:2]([CH3:1])[CH:3]=3)=[O:6])[CH2:26][C:25]=12. Given the reactants [CH3:1][C:2]1[CH:3]=[C:4]([CH:8]=[CH:9][C:10]=1[C:11]1[CH2:16][C:15]([CH3:18])([CH3:17])[CH2:14][C:13]([CH3:20])([CH3:19])[CH:12]=1)[C:5](O)=[O:6].[CH:21]1[CH:22]=[CH:23][N:24]2[CH2:30][C:29]3[CH:31]=[CH:32][CH:33]=[CH:34][C:28]=3[NH:27][CH2:26][C:25]=12, predict the reaction product. (5) Given the reactants [N+:1]([C:4]1[CH:5]=[C:6]([C:10](=O)[CH2:11][N:12]2C(=O)[C:20]3[C:15](=CC=CC=3)[N:14]=[CH:13]2)[CH:7]=[CH:8][CH:9]=1)([O-:3])=[O:2].[CH3:24][N:25](C)[CH2:26]CN.C1(C)C=CC(S(O)(=O)=O)=CC=1.C([O-])(O)=O.[Na+], predict the reaction product. The product is: [CH3:24][N:25]([CH3:26])[CH2:20][CH2:15][N:14]1[C:10]([C:6]2[CH:7]=[CH:8][CH:9]=[C:4]([N+:1]([O-:3])=[O:2])[CH:5]=2)=[CH:11][N:12]=[CH:13]1. (6) Given the reactants [NH2:1][C:2]1[C:7]([OH:8])=[CH:6][CH:5]=[CH:4][N:3]=1.[CH3:9][N:10]([CH3:14])[C:11](Cl)=O, predict the reaction product. The product is: [CH3:9][N:10]([CH3:14])[C:11]1[O:8][C:7]2[C:2]([N:1]=1)=[N:3][CH:4]=[CH:5][CH:6]=2.